This data is from Full USPTO retrosynthesis dataset with 1.9M reactions from patents (1976-2016). The task is: Predict the reactants needed to synthesize the given product. (1) The reactants are: [F:1][C:2]1[CH:7]=[CH:6][C:5](/[CH:8]=[CH:9]\[C@H:10]([C@@H:12]2[N:16]([CH3:17])[C:15](=[O:18])[CH2:14][C@@H:13]2[C:19]2[CH:24]=[CH:23][CH:22]=[CH:21][CH:20]=2)[OH:11])=[CH:4][CH:3]=1.CC(N=NC(C#N)(C)C)(C#N)C.C1(S)C=CC=CC=1. Given the product [F:1][C:2]1[CH:3]=[CH:4][C:5](/[CH:8]=[CH:9]/[C@H:10]([C@@H:12]2[N:16]([CH3:17])[C:15](=[O:18])[CH2:14][C@@H:13]2[C:19]2[CH:20]=[CH:21][CH:22]=[CH:23][CH:24]=2)[OH:11])=[CH:6][CH:7]=1, predict the reactants needed to synthesize it. (2) The reactants are: Cl[C:2]1[CH:3]=[CH:4][C:5]2[N:12]3[CH2:13][CH:8]([CH2:9][CH2:10][CH2:11]3)[NH:7][C:6]=2[N:14]=1.CC1(C)C(C)(C)OB([C:23]2[CH:28]=[CH:27][N:26]=[C:25]([C:29]([F:32])([F:31])[F:30])[CH:24]=2)O1.C(=O)([O-])[O-].[Cs+].[Cs+].CC(C1C=C(C(C)C)C(C2C=CC=CC=2P(C2CCCCC2)C2CCCCC2)=C(C(C)C)C=1)C. Given the product [F:30][C:29]([F:32])([F:31])[C:25]1[CH:24]=[C:23]([C:2]2[CH:3]=[CH:4][C:5]3[N:12]4[CH2:13][CH:8]([CH2:9][CH2:10][CH2:11]4)[NH:7][C:6]=3[N:14]=2)[CH:28]=[CH:27][N:26]=1, predict the reactants needed to synthesize it. (3) Given the product [F:1][C:2]1[CH:3]=[C:4]([N:9]2[C:14](=[O:15])[C:13]([C:16]([OH:18])=[O:17])=[N:12][C:11]3[CH:21]=[CH:22][CH:23]=[N:24][C:10]2=3)[CH:5]=[CH:6][C:7]=1[CH3:8], predict the reactants needed to synthesize it. The reactants are: [F:1][C:2]1[CH:3]=[C:4]([N:9]2[C:14](=[O:15])[C:13]([C:16]([O:18]CC)=[O:17])=[N:12][C:11]3[CH:21]=[CH:22][CH:23]=[N:24][C:10]2=3)[CH:5]=[CH:6][C:7]=1[CH3:8].C(=O)([O-])[O-].[K+].[K+].O. (4) Given the product [I:1][C:2]1[C:3]([C:7]2[CH:12]=[CH:11][CH:10]=[C:9]([N+:13]([O-:15])=[O:14])[CH:8]=2)=[N:4][N:5]([CH2:28][C:27]2[CH:30]=[CH:31][C:24]([O:23][CH3:22])=[CH:25][CH:26]=2)[CH:6]=1, predict the reactants needed to synthesize it. The reactants are: [I:1][C:2]1[C:3]([C:7]2[CH:12]=[CH:11][CH:10]=[C:9]([N+:13]([O-:15])=[O:14])[CH:8]=2)=[N:4][NH:5][CH:6]=1.C(=O)([O-])[O-].[Cs+].[Cs+].[CH3:22][O:23][C:24]1[CH:31]=[CH:30][C:27]([CH2:28]Cl)=[CH:26][CH:25]=1.O. (5) Given the product [Br:1][C:2]1[CH:7]=[C:6]([NH:8][C:25](=[O:26])[C:24]([OH:23])([CH3:31])[CH2:28][CH2:29][CH3:30])[CH:5]=[C:4]([O:17][CH3:15])[N:3]=1, predict the reactants needed to synthesize it. The reactants are: [Br:1][C:2]1[CH:7]=[C:6]([NH2:8])[CH:5]=[CH:4][N:3]=1.BrNC1C=[C:15]([O:17]C)N=CC=1.S(Cl)(Cl)=O.[OH:23][C:24]([CH3:31])([CH2:28][CH2:29][CH3:30])[C:25](O)=[O:26]. (6) Given the product [CH3:26][O:25][C:4]1[CH:3]=[C:2]([O:37][CH2:36][CH2:35][O:34][CH2:33][C:29]2[CH:28]=[N:27][CH:32]=[CH:31][CH:30]=2)[CH:11]=[C:10]2[C:5]=1[C:6](=[O:24])[NH:7][C:8]([C:12]1[CH:17]=[C:16]([CH3:18])[C:15]([O:19][CH2:20][O:21][CH3:22])=[C:14]([CH3:23])[CH:13]=1)=[N:9]2, predict the reactants needed to synthesize it. The reactants are: F[C:2]1[CH:11]=[C:10]2[C:5]([C:6](=[O:24])[NH:7][C:8]([C:12]3[CH:17]=[C:16]([CH3:18])[C:15]([O:19][CH2:20][O:21][CH3:22])=[C:14]([CH3:23])[CH:13]=3)=[N:9]2)=[C:4]([O:25][CH3:26])[CH:3]=1.[N:27]1[CH:32]=[CH:31][CH:30]=[C:29]([CH2:33][O:34][CH2:35][CH2:36][OH:37])[CH:28]=1.[H-].[Na+]. (7) Given the product [OH:31][CH2:30][C:28]1[N:29]=[C:3]2[C:2]([N:35]3[CH2:36][CH2:37][NH:32][C:33](=[O:38])[CH2:34]3)=[N:7][CH:6]=[C:5]([C:8]3[CH:9]=[CH:10][C:11]([N:14]4[CH2:15][CH2:16][N:17]([C:20]([O:22][C:23]([CH3:26])([CH3:25])[CH3:24])=[O:21])[CH2:18][CH2:19]4)=[N:12][CH:13]=3)[N:4]2[CH:27]=1, predict the reactants needed to synthesize it. The reactants are: Cl[C:2]1[C:3]2[N:4]([CH:27]=[C:28]([CH2:30][OH:31])[N:29]=2)[C:5]([C:8]2[CH:9]=[CH:10][C:11]([N:14]3[CH2:19][CH2:18][N:17]([C:20]([O:22][C:23]([CH3:26])([CH3:25])[CH3:24])=[O:21])[CH2:16][CH2:15]3)=[N:12][CH:13]=2)=[CH:6][N:7]=1.[NH:32]1[CH2:37][CH2:36][NH:35][CH2:34][C:33]1=[O:38].C([O-])([O-])=O.[K+].[K+].CCOC(C)=O.